This data is from Reaction yield outcomes from USPTO patents with 853,638 reactions. The task is: Predict the reaction yield, written as a fraction of the theoretical maximum amount of product (1.0 means a 100% yield; for example, 0.34 means a 34% yield). The reactants are C(OC[C:6]1[CH:11]=[CH:10][C:9]([C:12]#[N:13])=[CH:8][C:7]=1[B:14]1[O:18]C(C)(C)[C:16](C)(C)[O:15]1)(=O)C.[OH-].[Na+]. The catalyst is CO. The product is [OH:18][B:14]1[C:7]2[CH:8]=[C:9]([C:12]#[N:13])[CH:10]=[CH:11][C:6]=2[CH2:16][O:15]1. The yield is 0.800.